Dataset: Forward reaction prediction with 1.9M reactions from USPTO patents (1976-2016). Task: Predict the product of the given reaction. (1) The product is: [CH:1]1([C:4]2[CH:11]=[CH:10][CH:9]=[C:8]([CH3:12])[C:5]=2[CH:6]=[C:13]([Br:15])[Br:14])[CH2:3][CH2:2]1. Given the reactants [CH:1]1([C:4]2[CH:11]=[CH:10][CH:9]=[C:8]([CH3:12])[C:5]=2[CH:6]=O)[CH2:3][CH2:2]1.[C:13](Br)(Br)([Br:15])[Br:14].C1(P(C2C=CC=CC=2)C2C=CC=CC=2)C=CC=CC=1, predict the reaction product. (2) Given the reactants [CH3:1][O:2][CH2:3][C:4]([OH:6])=O.C(Cl)(=O)C(Cl)=O.Cl.[CH3:14][NH:15][O:16][CH3:17], predict the reaction product. The product is: [CH3:17][O:16][N:15]([CH3:14])[C:4](=[O:6])[CH2:3][O:2][CH3:1]. (3) Given the reactants [OH:1][CH:2]1[C:11]2[C:6](=[C:7]3[CH2:16][C:15]([CH3:18])([CH3:17])[O:14][C:8]3=[C:9]([O:12][CH3:13])[CH:10]=2)[C:5]([C:19]2[CH:20]=[C:21]([C:25]3[CH:30]=[CH:29][CH:28]=[C:27]([NH:31][C:32](=[O:34])[CH3:33])[CH:26]=3)[CH:22]=[CH:23][CH:24]=2)=[N:4][C:3]1([CH3:36])[CH3:35], predict the reaction product. The product is: [CH3:13][O:12][C:9]1[CH:10]=[C:11]2[C:6](=[C:7]3[CH2:16][C:15]([CH3:18])([CH3:17])[O:14][C:8]=13)[C:5]([C:19]1[CH:20]=[C:21]([C:25]3[CH:30]=[CH:29][CH:28]=[C:27]([NH:31][C:32](=[O:34])[CH3:33])[CH:26]=3)[CH:22]=[CH:23][CH:24]=1)=[N:4][C:3]([CH3:36])([CH3:35])[C:2]2=[O:1]. (4) Given the reactants [NH:1]1[CH:8]=[CH:7][C:5](=[O:6])[NH:4][C:2]1=[O:3].C(=O)([O-])[O-].[K+].[K+].[CH2:15](Br)[C:16]1[CH:21]=[CH:20][CH:19]=[CH:18][CH:17]=1, predict the reaction product. The product is: [CH2:15]([N:1]1[CH:8]=[CH:7][C:5](=[O:6])[NH:4][C:2]1=[O:3])[C:16]1[CH:21]=[CH:20][CH:19]=[CH:18][CH:17]=1. (5) The product is: [N:1]([CH2:4][C@@H:5]1[O:9][C:8](=[O:10])[N:7]([C:11]2[CH:16]=[CH:15][C:14]([C:17]3[O:18][CH:19]=[C:20]([CH2:22][N:25]4[CH:29]=[CH:28][CH:27]=[N:26]4)[N:21]=3)=[C:13]([F:24])[CH:12]=2)[CH2:6]1)=[N+:2]=[N-:3]. Given the reactants [N:1]([CH2:4][C@@H:5]1[O:9][C:8](=[O:10])[N:7]([C:11]2[CH:16]=[CH:15][C:14]([C:17]3[O:18][CH:19]=[C:20]([CH2:22]Cl)[N:21]=3)=[C:13]([F:24])[CH:12]=2)[CH2:6]1)=[N+:2]=[N-:3].[NH:25]1[CH:29]=[CH:28][CH:27]=[N:26]1.C(=O)([O-])[O-].[K+].[K+], predict the reaction product. (6) Given the reactants [NH2:1][C:2]1[CH:9]=[CH:8][C:7]([Cl:10])=[CH:6][C:3]=1[CH:4]=O.C(=O)([O-])[O-].[K+].[K+].[F:17][C:18]([F:27])([F:26])/[CH:19]=[CH:20]/[C:21]([O:23][CH2:24][CH3:25])=[O:22], predict the reaction product. The product is: [Cl:10][C:7]1[CH:6]=[C:3]2[C:2](=[CH:9][CH:8]=1)[NH:1][CH:19]([C:18]([F:17])([F:27])[F:26])[C:20]([C:21]([O:23][CH2:24][CH3:25])=[O:22])=[CH:4]2. (7) Given the reactants [CH3:1][O:2][C:3]1[CH:4]=[C:5]([CH:8]=[C:9]([O:13][CH3:14])[C:10]=1[O:11][CH3:12])[CH2:6]Cl.[NH:15]1[CH2:20][CH2:19][NH:18][CH2:17][CH2:16]1, predict the reaction product. The product is: [CH3:1][O:2][C:3]1[CH:4]=[C:5]([CH:8]=[C:9]([O:13][CH3:14])[C:10]=1[O:11][CH3:12])[CH2:6][N:15]1[CH2:20][CH2:19][NH:18][CH2:17][CH2:16]1.